From a dataset of Catalyst prediction with 721,799 reactions and 888 catalyst types from USPTO. Predict which catalyst facilitates the given reaction. (1) Reactant: O[N:2]=[C:3]1[CH2:9][CH:8]2[N:10]([C:11]([O:13][C:14]([CH3:17])([CH3:16])[CH3:15])=[O:12])[CH:5]([CH2:6][CH2:7]2)[CH2:4]1.[Na]. Product: [CH3:17][C:14]([O:13][C:11]([N:10]1[C@@H:5]2[CH2:4][CH:3]([NH2:2])[CH2:9][C@H:8]1[CH2:7][CH2:6]2)=[O:12])([CH3:15])[CH3:16]. The catalyst class is: 259. (2) Reactant: [F:1][C:2]([F:38])([F:37])[C:3]1[CH:4]=[C:5]([CH2:13][O:14][CH:15]2[CH2:19][CH2:18][CH:17]([NH:20][C:21]([O:23][CH2:24][C:25]3[CH:30]=[CH:29][CH:28]=[CH:27][CH:26]=3)=[O:22])[CH:16]2[C:31]2[CH:36]=[CH:35][CH:34]=[CH:33][CH:32]=2)[CH:6]=[C:7]([C:9]([F:12])([F:11])[F:10])[CH:8]=1.I[CH3:40].[H-].[Na+]. Product: [F:1][C:2]([F:37])([F:38])[C:3]1[CH:4]=[C:5]([CH2:13][O:14][CH:15]2[CH2:19][CH2:18][CH:17]([N:20]([C:21]([O:23][CH2:24][C:25]3[CH:26]=[CH:27][CH:28]=[CH:29][CH:30]=3)=[O:22])[CH3:40])[CH:16]2[C:31]2[CH:36]=[CH:35][CH:34]=[CH:33][CH:32]=2)[CH:6]=[C:7]([C:9]([F:10])([F:11])[F:12])[CH:8]=1. The catalyst class is: 3. (3) Reactant: [CH3:1][C:2]([O:4][C:5]1[S:9][C:8]2[CH2:10][CH2:11][N:12]([CH:14]([C:22]([CH:24]3[CH2:26][CH2:25]3)=[O:23])[C:15]3[CH:16]=[CH:17][CH:18]=[CH:19][C:20]=3[F:21])[CH2:13][C:7]=2[CH:6]=1)=[O:3].[ClH:27]. Product: [CH3:1][C:2]([O:4][C:5]1[S:9][C:8]2[CH2:10][CH2:11][N:12]([CH:14]([C:22]([CH:24]3[CH2:26][CH2:25]3)=[O:23])[C:15]3[CH:16]=[CH:17][CH:18]=[CH:19][C:20]=3[F:21])[CH2:13][C:7]=2[CH:6]=1)=[O:3].[ClH:27]. The catalyst class is: 13. (4) Reactant: [CH3:1][O:2][C:3]([CH2:5][C:6]1[CH:14]=[CH:13][C:9]([C:10]([OH:12])=O)=[CH:8][CH:7]=1)=[O:4].S(Cl)(Cl)=O.[Cl:19][C:20]1[CH:21]=[CH:22][C:23]([O:40][CH3:41])=[C:24]([S:26]([N:29]2[C:38]3[C:33](=[CH:34][CH:35]=[C:36]([NH2:39])[CH:37]=3)[CH2:32][CH2:31][CH2:30]2)(=[O:28])=[O:27])[CH:25]=1.Cl. Product: [CH3:1][O:2][C:3](=[O:4])[CH2:5][C:6]1[CH:7]=[CH:8][C:9]([C:10](=[O:12])[NH:39][C:36]2[CH:37]=[C:38]3[C:33]([CH2:32][CH2:31][CH2:30][N:29]3[S:26]([C:24]3[CH:25]=[C:20]([Cl:19])[CH:21]=[CH:22][C:23]=3[O:40][CH3:41])(=[O:28])=[O:27])=[CH:34][CH:35]=2)=[CH:13][CH:14]=1. The catalyst class is: 112. (5) Reactant: [CH3:1][O:2][C:3]1[CH:8]=[CH:7][C:6]([C:9]2[N:13]3[N:14]=[C:15]([NH:22][C:23]4[CH:24]=[C:25]([CH:29]=[CH:30][CH:31]=4)[C:26]([OH:28])=O)[C:16]4[C:21]([C:12]3=[N:11][N:10]=2)=[CH:20][CH:19]=[CH:18][CH:17]=4)=[CH:5][CH:4]=1.O.O[N:34]1[C:38]2[CH:39]=[CH:40][CH:41]=[CH:42][C:37]=2N=N1.Cl.[CH3:44][N:45](C)[CH2:46]CCN=C=NCC.CN(C)C1C=CC=CC=1N. Product: [CH3:44][N:45]([CH3:46])[C:41]1[CH:40]=[CH:39][C:38]([NH:34][C:26](=[O:28])[C:25]2[CH:29]=[CH:30][CH:31]=[C:23]([NH:22][C:15]3[C:16]4[C:21](=[CH:20][CH:19]=[CH:18][CH:17]=4)[C:12]4=[N:11][N:10]=[C:9]([C:6]5[CH:7]=[CH:8][C:3]([O:2][CH3:1])=[CH:4][CH:5]=5)[N:13]4[N:14]=3)[CH:24]=2)=[CH:37][CH:42]=1. The catalyst class is: 3. (6) Reactant: C[O:2][C:3](=O)[C:4]1[CH:9]=[CH:8][CH:7]=[CH:6][C:5]=1[S:10][C:11]1[C:19]2[C:14](=[CH:15][C:16]([N:20]([C:22]([O:24][C:25]([CH3:28])([CH3:27])[CH3:26])=[O:23])[CH3:21])=[CH:17][CH:18]=2)[N:13]([CH2:29][C:30]2[CH:35]=[C:34]([F:36])[CH:33]=[C:32]([F:37])[CH:31]=2)[CH:12]=1.[H-].[Al+3].[Li+].[H-].[H-].[H-]. Product: [C:25]([O:24][C:22](=[O:23])[N:20]([C:16]1[CH:15]=[C:14]2[C:19]([C:11]([S:10][C:5]3[CH:6]=[CH:7][CH:8]=[CH:9][C:4]=3[CH2:3][OH:2])=[CH:12][N:13]2[CH2:29][C:30]2[CH:35]=[C:34]([F:36])[CH:33]=[C:32]([F:37])[CH:31]=2)=[CH:18][CH:17]=1)[CH3:21])([CH3:28])([CH3:26])[CH3:27]. The catalyst class is: 469. (7) Reactant: [Cl:1][C:2]1[CH:7]=[CH:6][CH:5]=[CH:4][C:3]=1[S:8]([CH:11]1[CH2:15][C@@H:14]([C:16]([OH:18])=O)[C@H:13]([CH2:19][O:20][C:21]2[CH:26]=[CH:25][C:24]([Cl:27])=[CH:23][CH:22]=2)[CH2:12]1)(=[O:10])=[O:9].Cl.CN(C)CCCN=C=NCC.OC1[C:49]2[N:48]=N[NH:46][C:45]=2C=CC=1.C(N(C(C)C)C(C)C)C.NCC#N. Product: [C:45]([CH2:49][NH:48][C:16]([C@@H:14]1[CH2:15][CH:11]([S:8]([C:3]2[CH:4]=[CH:5][CH:6]=[CH:7][C:2]=2[Cl:1])(=[O:10])=[O:9])[CH2:12][C@H:13]1[CH2:19][O:20][C:21]1[CH:26]=[CH:25][C:24]([Cl:27])=[CH:23][CH:22]=1)=[O:18])#[N:46]. The catalyst class is: 9. (8) Reactant: [F:1][C:2]1[N:9]=[CH:8][CH:7]=[C:6]([I:10])[C:3]=1[CH:4]=[O:5].[Cl:11][C:12]1[CH:17]=[CH:16][C:15]([Mg]Br)=[CH:14][CH:13]=1. Product: [Cl:11][C:12]1[CH:17]=[CH:16][C:15]([CH:4]([C:3]2[C:2]([F:1])=[N:9][CH:8]=[CH:7][C:6]=2[I:10])[OH:5])=[CH:14][CH:13]=1. The catalyst class is: 1.